Dataset: Peptide-MHC class I binding affinity with 185,985 pairs from IEDB/IMGT. Task: Regression. Given a peptide amino acid sequence and an MHC pseudo amino acid sequence, predict their binding affinity value. This is MHC class I binding data. (1) The peptide sequence is HYYMINNGI. The MHC is HLA-A23:01 with pseudo-sequence HLA-A23:01. The binding affinity (normalized) is 0.677. (2) The peptide sequence is YVQMALMKL. The MHC is HLA-B07:02 with pseudo-sequence HLA-B07:02. The binding affinity (normalized) is 0.296. (3) The peptide sequence is ETITEKTFK. The MHC is HLA-A02:02 with pseudo-sequence HLA-A02:02. The binding affinity (normalized) is 0. (4) The peptide sequence is KISYYIPYV. The MHC is HLA-C15:02 with pseudo-sequence HLA-C15:02. The binding affinity (normalized) is 0.664. (5) The peptide sequence is CGLAVCNA. The MHC is H-2-Kb with pseudo-sequence H-2-Kb. The binding affinity (normalized) is 0.0894. (6) The peptide sequence is GVGAPTTTY. The MHC is HLA-A01:01 with pseudo-sequence HLA-A01:01. The binding affinity (normalized) is 0.0847.